Dataset: Forward reaction prediction with 1.9M reactions from USPTO patents (1976-2016). Task: Predict the product of the given reaction. (1) Given the reactants CC(O)([CH:4]([OH:29])[CH2:5][CH2:6][C@H:7]([C@@H:9]1[C@:26]2([CH3:27])[C@H:12]([C@H:13]3[C@H:23]([CH2:24][CH2:25]2)[C@:21]2([CH3:22])[C:16](=[CH:17][C:18](=[O:28])[CH2:19][CH2:20]2)[CH:15]=[CH:14]3)[CH2:11][CH2:10]1)[CH3:8])C.I([O-])(=O)(=O)=O.[Na+], predict the reaction product. The product is: [CH:4](=[O:29])[CH2:5][CH2:6][C@H:7]([C@@H:9]1[C@:26]2([CH3:27])[C@H:12]([C@H:13]3[C@H:23]([CH2:24][CH2:25]2)[C@:21]2([CH3:22])[C:16](=[CH:17][C:18](=[O:28])[CH2:19][CH2:20]2)[CH:15]=[CH:14]3)[CH2:11][CH2:10]1)[CH3:8]. (2) Given the reactants [F:1][C:2]1[CH:7]=[CH:6][C:5](/[CH:8]=[CH:9]/[C:10]([O:12][CH3:13])=[O:11])=[C:4]([OH:14])[CH:3]=1, predict the reaction product. The product is: [F:1][C:2]1[CH:7]=[CH:6][C:5]([CH2:8][CH2:9][C:10]([O:12][CH3:13])=[O:11])=[C:4]([OH:14])[CH:3]=1. (3) Given the reactants Br[C:2]1[S:6][C:5]([C:7]2[CH:8]=[N:9][CH:10]=[CH:11][CH:12]=2)=[N:4][C:3]=1[CH3:13].C([Mg]Cl)(C)C.[Li+].[Cl-].[CH2:21]([Sn:25](Cl)([CH2:30][CH2:31][CH2:32][CH3:33])[CH2:26][CH2:27][CH2:28][CH3:29])[CH2:22][CH2:23][CH3:24], predict the reaction product. The product is: [CH2:30]([Sn:25]([CH2:21][CH2:22][CH2:23][CH3:24])([CH2:26][CH2:27][CH2:28][CH3:29])[C:2]1[S:6][C:5]([C:7]2[CH:8]=[N:9][CH:10]=[CH:11][CH:12]=2)=[N:4][C:3]=1[CH3:13])[CH2:31][CH2:32][CH3:33].